This data is from Full USPTO retrosynthesis dataset with 1.9M reactions from patents (1976-2016). The task is: Predict the reactants needed to synthesize the given product. (1) Given the product [CH2:1]([O:8][C:9]1[CH:10]=[C:11]([CH:12]=[CH:13][C:14]=1[N+:15]([O-:17])=[O:16])[O:18][CH:20]1[C:26](=[O:27])[NH:25][C:24]2[CH:28]=[CH:29][CH:30]=[CH:31][C:23]=2[CH2:22][CH2:21]1)[C:2]1[CH:3]=[CH:4][CH:5]=[CH:6][CH:7]=1, predict the reactants needed to synthesize it. The reactants are: [CH2:1]([O:8][C:9]1[CH:10]=[C:11]([OH:18])[CH:12]=[CH:13][C:14]=1[N+:15]([O-:17])=[O:16])[C:2]1[CH:7]=[CH:6][CH:5]=[CH:4][CH:3]=1.Br[CH:20]1[C:26](=[O:27])[NH:25][C:24]2[CH:28]=[CH:29][CH:30]=[CH:31][C:23]=2[CH2:22][CH2:21]1.C(=O)([O-])[O-].[K+].[K+]. (2) The reactants are: Br[C:2]1[CH:3]=[N:4][N:5]([C:9]2[CH:22]=[CH:21][C:12]([C:13]([NH:15][CH2:16][CH2:17][CH2:18][O:19][CH3:20])=[O:14])=[CH:11][N:10]=2)[C:6]=1[O:7][CH3:8].[F:23][C:24]1[CH:29]=[C:28](B2OC(C)(C)C(C)(C)O2)[CH:27]=[CH:26][C:25]=1[CH2:39][C:40]#[N:41].C(=O)(O)[O-].[Na+]. Given the product [C:40]([CH2:39][C:25]1[CH:26]=[CH:27][C:28]([C:2]2[CH:3]=[N:4][N:5]([C:9]3[CH:22]=[CH:21][C:12]([C:13]([NH:15][CH2:16][CH2:17][CH2:18][O:19][CH3:20])=[O:14])=[CH:11][N:10]=3)[C:6]=2[O:7][CH3:8])=[CH:29][C:24]=1[F:23])#[N:41], predict the reactants needed to synthesize it. (3) Given the product [CH:1]1([CH2:4][NH:5][C@H:6]2[CH2:7][CH2:8][C@H:9]([NH:12][C:13]3[CH:20]=[C:19]([N:21]4[C:29]5[CH2:28][C:27]([CH3:31])([CH3:30])[CH2:26][C:25](=[O:32])[C:24]=5[C:23]([C:33]([F:35])([F:36])[F:34])=[N:22]4)[CH:18]=[CH:17][C:14]=3[C:15]([NH2:16])=[O:39])[CH2:10][CH2:11]2)[CH2:3][CH2:2]1, predict the reactants needed to synthesize it. The reactants are: [CH:1]1([CH2:4][NH:5][CH:6]2[CH2:11][CH2:10][CH:9]([NH:12][C:13]3[CH:20]=[C:19]([N:21]4[C:29]5[CH2:28][C:27]([CH3:31])([CH3:30])[CH2:26][C:25](=[O:32])[C:24]=5[C:23]([C:33]([F:36])([F:35])[F:34])=[N:22]4)[CH:18]=[CH:17][C:14]=3[C:15]#[N:16])[CH2:8][CH2:7]2)[CH2:3][CH2:2]1.CS(C)=[O:39].[OH-].[Na+].OO. (4) Given the product [CH2:22]([NH:28][S:11]([C:5]1[CH:6]=[CH:7][C:8]([O:9][CH3:10])=[C:3]([O:2][CH3:1])[CH:4]=1)(=[O:13])=[O:12])[CH2:23][CH2:24][CH2:25][CH2:26][CH3:27], predict the reactants needed to synthesize it. The reactants are: [CH3:1][O:2][C:3]1[CH:4]=[C:5]([S:11](Cl)(=[O:13])=[O:12])[CH:6]=[CH:7][C:8]=1[O:9][CH3:10].C(N(CC)CC)C.[CH2:22]([NH2:28])[CH2:23][CH2:24][CH2:25][CH2:26][CH3:27]. (5) Given the product [C:23]1([CH3:22])[CH:31]=[CH:30][C:26]([CH2:27][CH2:28][NH:29][C:14]2[C:13](=[O:21])[N:12]([CH2:11][C:9]([O:8][CH2:1][C:2]3[CH:7]=[CH:6][CH:5]=[CH:4][CH:3]=3)=[O:10])[C:17]([CH3:18])=[C:16]([Cl:19])[N:15]=2)=[CH:25][CH:24]=1, predict the reactants needed to synthesize it. The reactants are: [CH2:1]([O:8][C:9]([CH2:11][N:12]1[C:17]([CH3:18])=[C:16]([Cl:19])[N:15]=[C:14](Cl)[C:13]1=[O:21])=[O:10])[C:2]1[CH:7]=[CH:6][CH:5]=[CH:4][CH:3]=1.[CH3:22][C:23]1[CH:31]=[CH:30][C:26]([CH2:27][CH2:28][NH2:29])=[CH:25][CH:24]=1.C(N(CC)CC)C.